This data is from Forward reaction prediction with 1.9M reactions from USPTO patents (1976-2016). The task is: Predict the product of the given reaction. (1) Given the reactants [OH:1][CH2:2][CH2:3][O:4][CH2:5][CH2:6][OH:7].[H-].[Na+].[Cl:10][C:11]1[CH:16]=[CH:15][C:14]([CH:17]([C:41]2[CH:46]=[CH:45][C:44]([Cl:47])=[CH:43][CH:42]=2)[C:18]2[CH:19]=[C:20]3[C:25](=[CH:26][CH:27]=2)[N:24]=[C:23](Cl)[N:22]=[C:21]3[NH:29][CH2:30][C:31]2[CH:36]=[CH:35][CH:34]=[C:33]([C:37]([F:40])([F:39])[F:38])[CH:32]=2)=[CH:13][CH:12]=1, predict the reaction product. The product is: [Cl:47][C:44]1[CH:45]=[CH:46][C:41]([CH:17]([C:14]2[CH:13]=[CH:12][C:11]([Cl:10])=[CH:16][CH:15]=2)[C:18]2[CH:19]=[C:20]3[C:25](=[CH:26][CH:27]=2)[N:24]=[C:23]([O:1][CH2:2][CH2:3][O:4][CH2:5][CH2:6][OH:7])[N:22]=[C:21]3[NH:29][CH2:30][C:31]2[CH:36]=[CH:35][CH:34]=[C:33]([C:37]([F:40])([F:39])[F:38])[CH:32]=2)=[CH:42][CH:43]=1. (2) Given the reactants [O:1]1[CH2:6][CH2:5][CH2:4][CH2:3][CH:2]1[O:7][CH2:8][CH2:9][C:10]#[CH:11].C[N+]1(C)C([C:18](OCC[N+](C)(C)C)=[O:19])CCC1.[I-].[I-].C([Mg]Cl)C.C=O.[Cl-].[NH4+], predict the reaction product. The product is: [O:1]1[CH2:6][CH2:5][CH2:4][CH2:3][CH:2]1[O:7][CH2:8][CH2:9][C:10]#[C:11][CH2:18][OH:19]. (3) The product is: [CH3:1][C:2]1([CH3:14])[C:6]2[CH:7]=[C:8](/[CH:18]=[CH:17]\[CH2:23][OH:25])[CH:9]=[CH:10][C:5]=2[O:4][CH2:3]1. Given the reactants [CH3:1][C:2]1([CH3:14])[C:6]2[CH:7]=[C:8](B(O)O)[CH:9]=[CH:10][C:5]=2[O:4][CH2:3]1.CO.[C:17]1([CH3:23])C=CC=C[CH:18]=1.C(=O)([O-])[O-:25].[Na+].[Na+], predict the reaction product. (4) The product is: [C:1]([O:5][C:6]([N:8]1[CH2:15][C:14]2=[C:13]3[N:12]([N:11]=[C:10]2[CH2:9]1)[CH:21]=[C:18]([Cl:17])[CH:19]=[N:16]3)=[O:7])([CH3:4])([CH3:2])[CH3:3]. Given the reactants [C:1]([O:5][C:6]([N:8]1[CH2:15][C:14]2[C:10](=[N:11][NH:12][C:13]=2[NH2:16])[CH2:9]1)=[O:7])([CH3:4])([CH3:3])[CH3:2].[Cl:17][CH:18]([CH:21]=O)[CH:19]=O, predict the reaction product. (5) Given the reactants F[C:2]1[CH:7]=[CH:6][C:5]([C:8]2[C:9]([NH2:37])=[N:10][CH:11]=[N:12][C:13]=2[N:14]2[CH2:19][CH2:18][CH:17]([C:20]3[N:21]([CH3:36])[CH:22]=[C:23]([C:25]4[CH:30]=[CH:29][C:28]([F:31])=[C:27]([C:32]([F:35])([F:34])[F:33])[CH:26]=4)[N:24]=3)[CH2:16][CH2:15]2)=[CH:4][CH:3]=1.[CH3:38][O:39]C1C=CC(B(O)O)=CC=1, predict the reaction product. The product is: [F:31][C:28]1[CH:29]=[CH:30][C:25]([C:23]2[N:24]=[C:20]([CH:17]3[CH2:18][CH2:19][N:14]([C:13]4[N:12]=[CH:11][N:10]=[C:9]([NH2:37])[C:8]=4[C:5]4[CH:6]=[CH:7][C:2]([O:39][CH3:38])=[CH:3][CH:4]=4)[CH2:15][CH2:16]3)[N:21]([CH3:36])[CH:22]=2)=[CH:26][C:27]=1[C:32]([F:33])([F:34])[F:35].